Task: Predict the product of the given reaction.. Dataset: Forward reaction prediction with 1.9M reactions from USPTO patents (1976-2016) (1) Given the reactants C1(S([N:10]2[C:14]3=[N:15][CH:16]=[C:17]([S:19]([CH3:22])(=[O:21])=[O:20])[CH:18]=[C:13]3[CH:12]=[C:11]2[C:23]2[N:28]=[CH:27][CH:26]=[CH:25][N:24]=2)(=O)=O)C=CC=CC=1.[OH-].[K+].O, predict the reaction product. The product is: [CH3:22][S:19]([C:17]1[CH:18]=[C:13]2[CH:12]=[C:11]([C:23]3[N:28]=[CH:27][CH:26]=[CH:25][N:24]=3)[NH:10][C:14]2=[N:15][CH:16]=1)(=[O:21])=[O:20]. (2) Given the reactants [CH3:1][C:2]1[CH:3]=[C:4]([NH:9][CH2:10][CH2:11][C:12]2[CH:17]=[CH:16][C:15]([CH3:18])=[CH:14][CH:13]=2)[CH:5]=[CH:6][C:7]=1[CH3:8].C(OC([NH:26][CH:27]([C:31]1[CH:36]=[CH:35][C:34]([F:37])=[CH:33][CH:32]=1)[C:28](O)=[O:29])=O)(C)(C)C, predict the reaction product. The product is: [NH2:26][C@@H:27]([C:31]1[CH:36]=[CH:35][C:34]([F:37])=[CH:33][CH:32]=1)[C:28]([N:9]([C:4]1[CH:5]=[CH:6][C:7]([CH3:8])=[C:2]([CH3:1])[CH:3]=1)[CH2:10][CH2:11][C:12]1[CH:13]=[CH:14][C:15]([CH3:18])=[CH:16][CH:17]=1)=[O:29]. (3) The product is: [CH:1]1([NH:7][C:8]2[C:13]([C:14]3[CH2:23][C:17]4([CH2:18][CH:19]([C:21]([OH:32])=[O:29])[CH2:20]4)[O:16][N:15]=3)=[CH:12][N:11]=[C:10]3[N:24]([CH2:27][CH3:28])[N:25]=[CH:26][C:9]=23)[CH2:6][CH2:5][CH2:4][CH2:3][CH2:2]1. Given the reactants [CH:1]1([NH:7][C:8]2[C:13]([C:14]3[CH2:23][C:17]4([CH2:20][CH:19]([C:21]#N)[CH2:18]4)[O:16][N:15]=3)=[CH:12][N:11]=[C:10]3[N:24]([CH2:27][CH3:28])[N:25]=[CH:26][C:9]=23)[CH2:6][CH2:5][CH2:4][CH2:3][CH2:2]1.[OH-:29].[K+].Cl.[OH2:32], predict the reaction product. (4) Given the reactants C(OC([NH:8][C:9]1[C:26]([O:27][CH3:28])=[CH:25][C:24]([Cl:29])=[CH:23][C:10]=1[CH:11]=[C:12]([C:18]([O:20][CH2:21][CH3:22])=[O:19])[C:13](OCC)=[O:14])=O)(C)(C)C.C(O)(C(F)(F)F)=O, predict the reaction product. The product is: [Cl:29][C:24]1[CH:23]=[C:10]2[C:9](=[C:26]([O:27][CH3:28])[CH:25]=1)[NH:8][C:13](=[O:14])[C:12]([C:18]([O:20][CH2:21][CH3:22])=[O:19])=[CH:11]2. (5) Given the reactants Br[CH2:2][CH2:3][CH2:4][CH2:5][CH2:6][CH2:7][CH2:8][CH2:9][CH2:10][CH2:11][CH2:12][CH2:13][Br:14].[C:15]([C:17]1([O:22][Si](CC)(CC)CC)[CH2:21][CH2:20][CH2:19][CH2:18]1)#[CH:16].O1CCCCC1OCCCC#C, predict the reaction product. The product is: [Br:14][CH2:13][CH2:12][CH2:11][CH2:10][CH2:9][CH2:8][CH2:7][CH2:6][CH2:5][CH2:4][CH2:3][CH2:2][C:16]#[C:15][C:17]1([OH:22])[CH2:21][CH2:20][CH2:19][CH2:18]1. (6) The product is: [Cl:42][C:43]1[CH:55]=[CH:54][C:46]([CH2:21][N:18]2[CH:19]=[CH:20][C:16]([NH:15][C:13](=[O:14])[C@@H:12]([C:4]3[CH:5]=[CH:6][C:7]([S:8]([CH3:11])(=[O:10])=[O:9])=[C:2]([Cl:1])[CH:3]=3)[CH2:22][CH:23]3[CH2:24][CH2:25][CH2:26][CH2:27]3)=[N:17]2)=[CH:45][CH:44]=1. Given the reactants [Cl:1][C:2]1[CH:3]=[C:4]([C@@H:12]([CH2:22][CH:23]2[CH2:27][CH2:26][CH2:25][CH2:24]2)[C:13]([NH:15][C:16]2[CH:20]=[CH:19][N:18]([CH3:21])[N:17]=2)=[O:14])[CH:5]=[CH:6][C:7]=1[S:8]([CH3:11])(=[O:10])=[O:9].C(Cl)(=O)C(Cl)=O.N1C(C)=CC=CC=1C.[Cl:42][C:43]1[CH:55]=[CH:54][C:46](CN2C=CC(N)=N2)=[CH:45][CH:44]=1, predict the reaction product. (7) Given the reactants [Cl:1][C:2]1[N:7]=[C:6]([C:8]2[N:13]=[C:12]([NH:14][CH:15]([CH3:17])[CH3:16])[N:11]=[C:10]([NH:18][C:19]3[CH:20]=[C:21]([CH:25]=[CH:26][CH:27]=3)[C:22]([OH:24])=O)[N:9]=2)[CH:5]=[CH:4][CH:3]=1.CN(C(ON1N=NC2[CH:39]=[CH:40][CH:41]=[N:42]C1=2)=[N+](C)C)C.F[P-](F)(F)(F)(F)F.CN1CCOCC1, predict the reaction product. The product is: [Cl:1][C:2]1[N:7]=[C:6]([C:8]2[N:13]=[C:12]([NH:14][CH:15]([CH3:16])[CH3:17])[N:11]=[C:10]([NH:18][C:19]3[CH:20]=[C:21]([CH:25]=[CH:26][CH:27]=3)[C:22]([NH:42][CH:41]3[CH2:39][CH2:40]3)=[O:24])[N:9]=2)[CH:5]=[CH:4][CH:3]=1.